Task: Regression. Given a peptide amino acid sequence and an MHC pseudo amino acid sequence, predict their binding affinity value. This is MHC class II binding data.. Dataset: Peptide-MHC class II binding affinity with 134,281 pairs from IEDB (1) The peptide sequence is GSFIIDGKSRKECPF. The MHC is HLA-DQA10102-DQB10501 with pseudo-sequence HLA-DQA10102-DQB10501. The binding affinity (normalized) is 0.214. (2) The peptide sequence is LVEALYLVCGE. The binding affinity (normalized) is 0.357. The MHC is HLA-DQA10101-DQB10501 with pseudo-sequence HLA-DQA10101-DQB10501. (3) The peptide sequence is AFIHDGDNLFPKV. The MHC is HLA-DQA10501-DQB10201 with pseudo-sequence HLA-DQA10501-DQB10201. The binding affinity (normalized) is 0.551.